Predict the reactants needed to synthesize the given product. From a dataset of Full USPTO retrosynthesis dataset with 1.9M reactions from patents (1976-2016). (1) Given the product [C:5]([NH:8][C:9]([NH:28][C@@H:25]1[C@@H:23]2[C@@H:22]([CH2:21][N:20]([C:17]3[CH:16]=[CH:15][C:14]([O:13][C:12]([F:11])([F:29])[F:30])=[CH:19][CH:18]=3)[CH2:24]2)[CH2:27][CH2:26]1)=[O:10])([CH3:32])([CH3:6])[CH3:4], predict the reactants needed to synthesize it. The reactants are: FC1C=[CH:6][C:5]([N:8]=[C:9]=[O:10])=[CH:4]C=1.[F:11][C:12]([F:30])([F:29])[O:13][C:14]1[CH:19]=[CH:18][C:17]([N:20]2[CH2:24][C@@H:23]3[C@@H:25]([NH2:28])[CH2:26][CH2:27][C@@H:22]3[CH2:21]2)=[CH:16][CH:15]=1.F[C:32](F)(F)C1N=C(N2C[C@@H]3[C@@H](N)CC[C@@H]3C2)C=CC=1. (2) The reactants are: [NH2:1][C:2]1[C:3]([C:24]([O:26]C)=[O:25])=[N:4][C:5]([C:8]2[CH:13]=[CH:12][C:11]([S:14]([N:17]3[CH2:22][CH2:21][N:20]([CH3:23])[CH2:19][CH2:18]3)(=[O:16])=[O:15])=[CH:10][CH:9]=2)=[CH:6][N:7]=1.[OH-].[Li+]. Given the product [NH2:1][C:2]1[C:3]([C:24]([OH:26])=[O:25])=[N:4][C:5]([C:8]2[CH:9]=[CH:10][C:11]([S:14]([N:17]3[CH2:18][CH2:19][N:20]([CH3:23])[CH2:21][CH2:22]3)(=[O:16])=[O:15])=[CH:12][CH:13]=2)=[CH:6][N:7]=1, predict the reactants needed to synthesize it. (3) Given the product [C@H:21]1([NH:30][C:31]2[CH:40]=[CH:39][C:38]3[C:33](=[CH:34][CH:35]=[C:36]([NH:41][C:1]([NH:20][CH:17]4[CH2:18][CH2:19][N:14]([CH3:13])[CH2:15][CH2:16]4)=[O:12])[CH:37]=3)[N:32]=2)[C:29]2[C:24](=[CH:25][CH:26]=[CH:27][CH:28]=2)[CH2:23][CH2:22]1, predict the reactants needed to synthesize it. The reactants are: [C:1](=[O:12])(OC(Cl)(Cl)Cl)OC(Cl)(Cl)Cl.[CH3:13][N:14]1[CH2:19][CH2:18][CH:17]([NH2:20])[CH2:16][CH2:15]1.[C@H:21]1([NH:30][C:31]2[CH:40]=[CH:39][C:38]3[C:33](=[CH:34][CH:35]=[C:36]([NH2:41])[CH:37]=3)[N:32]=2)[C:29]2[C:24](=[CH:25][CH:26]=[CH:27][CH:28]=2)[CH2:23][CH2:22]1. (4) Given the product [CH3:19][O:20][C:21]1[CH:22]=[C:23]([C:27]2[CH:28]=[C:29]([NH:32][CH:8]=[C:9]3[C:17]4[C:12](=[CH:13][CH:14]=[CH:15][CH:16]=4)[NH:11][C:10]3=[O:18])[NH:30][N:31]=2)[CH:24]=[CH:25][CH:26]=1, predict the reactants needed to synthesize it. The reactants are: NC1C=CNN=1.O/[CH:8]=[C:9]1\[C:10](=[O:18])[NH:11][C:12]2[C:17]\1=[CH:16][CH:15]=[CH:14][CH:13]=2.[CH3:19][O:20][C:21]1[CH:22]=[C:23]([C:27]2[CH:28]=[C:29]([NH2:32])[NH:30][N:31]=2)[CH:24]=[CH:25][CH:26]=1. (5) Given the product [Cl:10][C:11]1[CH:12]=[CH:13][CH:14]=[C:15]([C:16]([NH:39][CH2:38][CH:32]2[CH2:37][CH2:36][CH2:35][CH2:34][CH2:33]2)=[O:31])[C:20]=1[NH:19][C:18]([C:21]1[C:30]2[C:25](=[CH:26][CH:27]=[CH:28][CH:29]=2)[CH:24]=[CH:23][CH:22]=1)=[O:17], predict the reactants needed to synthesize it. The reactants are: C(N(C(C)C)CC)(C)C.[Cl:10][C:11]1[C:20]2[N:19]=[C:18]([C:21]3[C:30]4[C:25](=[CH:26][CH:27]=[CH:28][CH:29]=4)[CH:24]=[CH:23][CH:22]=3)[O:17][C:16](=[O:31])[C:15]=2[CH:14]=[CH:13][CH:12]=1.[CH:32]1([CH2:38][NH2:39])[CH2:37][CH2:36][CH2:35][CH2:34][CH2:33]1. (6) Given the product [Br:1][CH2:4][C:3]([C:6]1[CH:11]=[CH:10][C:9]([NH:12][C:13](=[O:15])[CH3:14])=[CH:8][CH:7]=1)=[O:5], predict the reactants needed to synthesize it. The reactants are: [Br:1]Br.[C:3]([C:6]1[CH:11]=[CH:10][C:9]([NH:12][C:13](=[O:15])[CH3:14])=[CH:8][CH:7]=1)(=[O:5])[CH3:4].C(O)(=O)C. (7) Given the product [C:10]([OH:12])(=[O:11])[CH3:9].[NH2:30][CH:17]([CH2:18][C:19]1[CH:24]=[CH:23][CH:22]=[CH:21][CH:20]=1)[CH:9]([O:8][CH2:1][C:2]1[CH:7]=[CH:6][CH:5]=[CH:4][CH:3]=1)[C:10]([O:12][C:13]([CH3:16])([CH3:15])[CH3:14])=[O:11], predict the reactants needed to synthesize it. The reactants are: [CH2:1]([O:8][CH:9]([C:17](=O)[CH2:18][C:19]1[CH:24]=[CH:23][CH:22]=[CH:21][CH:20]=1)[C:10]([O:12][C:13]([CH3:16])([CH3:15])[CH3:14])=[O:11])[C:2]1[CH:7]=[CH:6][CH:5]=[CH:4][CH:3]=1.C([O-])(=O)C.[NH4+:30].CO.